Dataset: Full USPTO retrosynthesis dataset with 1.9M reactions from patents (1976-2016). Task: Predict the reactants needed to synthesize the given product. (1) Given the product [OH:3][C:4]1[CH:16]=[CH:15][C:7]2[N:8]=[C:9]([S:11]([NH2:14])(=[O:13])=[O:12])[S:10][C:6]=2[CH:5]=1, predict the reactants needed to synthesize it. The reactants are: C([O:3][C:4]1[CH:16]=[CH:15][C:7]2[N:8]=[C:9]([S:11]([NH2:14])(=[O:13])=[O:12])[S:10][C:6]=2[CH:5]=1)C.[Al+3].[Cl-].[Cl-].[Cl-]. (2) Given the product [F:34][C:25]1[CH:24]=[CH:29][C:28]([C:30]([F:31])([F:32])[F:33])=[CH:27][C:26]=1[N:17]1[CH2:16][CH2:15][C:12]2([C:11](=[O:20])[N:10]([C:7]3[CH:8]=[CH:9][C:4]([O:3][C:2]([F:1])([F:21])[F:22])=[CH:5][CH:6]=3)[CH2:14][CH2:13]2)[CH2:19][CH2:18]1, predict the reactants needed to synthesize it. The reactants are: [F:1][C:2]([F:22])([F:21])[O:3][C:4]1[CH:9]=[CH:8][C:7]([N:10]2[CH2:14][CH2:13][C:12]3([CH2:19][CH2:18][NH:17][CH2:16][CH2:15]3)[C:11]2=[O:20])=[CH:6][CH:5]=1.Br[C:24]1[CH:29]=[C:28]([C:30]([F:33])([F:32])[F:31])[CH:27]=[CH:26][C:25]=1[F:34]. (3) Given the product [S:11]1[CH:15]=[CH:14][CH:13]=[C:12]1[C:16]1([CH:21]=[O:22])[CH2:19][CH2:18][CH:17]1[CH3:20], predict the reactants needed to synthesize it. The reactants are: C(Cl)(=O)C(Cl)=O.CS(C)=O.[S:11]1[CH:15]=[CH:14][CH:13]=[C:12]1[C:16]1([CH2:21][OH:22])[CH2:19][CH2:18][CH:17]1[CH3:20].CCN(CC)CC.C([O-])(O)=O.[Na+]. (4) Given the product [F:53][C:33]1[CH:32]=[C:31]([C:29]([N:26]2[CH2:27][CH2:28][N:23]([CH2:22][C:21]3[CH:54]=[CH:55][C:18]([C:9]([OH:8])([C:10]([F:13])([F:11])[F:12])[C:14]([F:15])([F:16])[F:17])=[CH:19][CH:20]=3)[CH2:24][CH2:25]2)=[O:30])[CH:36]=[CH:35][C:34]=1[NH:37][C:38](=[O:52])[NH:39][C@@H:40]1[CH2:44][CH2:43][N:42]([C:45]([O:47][C:48]([CH3:50])([CH3:49])[CH3:51])=[O:46])[CH2:41]1, predict the reactants needed to synthesize it. The reactants are: [Si]([O:8][C:9]([C:18]1[CH:55]=[CH:54][C:21]([CH2:22][N:23]2[CH2:28][CH2:27][N:26]([C:29]([C:31]3[CH:36]=[CH:35][C:34]([NH:37][C:38](=[O:52])[NH:39][C@@H:40]4[CH2:44][CH2:43][N:42]([C:45]([O:47][C:48]([CH3:51])([CH3:50])[CH3:49])=[O:46])[CH2:41]4)=[C:33]([F:53])[CH:32]=3)=[O:30])[CH2:25][CH2:24]2)=[CH:20][CH:19]=1)([C:14]([F:17])([F:16])[F:15])[C:10]([F:13])([F:12])[F:11])(C(C)(C)C)(C)C.[F-].[K+]. (5) Given the product [Cl:17][C:18]1[CH:19]=[C:20]([CH:28]=[CH:29][C:30]=1[Cl:31])[CH2:21][N:22]([CH3:27])[CH2:23][CH2:24][CH2:25][NH:26][C:13](=[O:15])[CH2:12][S:11][C:3]1[N:2]([CH3:1])[C:6]2[CH:7]=[CH:8][CH:9]=[CH:10][C:5]=2[N:4]=1, predict the reactants needed to synthesize it. The reactants are: [CH3:1][N:2]1[C:6]2[CH:7]=[CH:8][CH:9]=[CH:10][C:5]=2[N:4]=[C:3]1[S:11][CH2:12][C:13]([O:15]C)=O.[Cl:17][C:18]1[CH:19]=[C:20]([CH:28]=[CH:29][C:30]=1[Cl:31])[CH2:21][N:22]([CH3:27])[CH2:23][CH2:24][CH2:25][NH2:26].